Predict the reactants needed to synthesize the given product. From a dataset of Retrosynthesis with 50K atom-mapped reactions and 10 reaction types from USPTO. (1) Given the product CCCN(CCC)C(=O)Cc1c(-c2ccccc2)nn2cccnc12, predict the reactants needed to synthesize it. The reactants are: CCCNCCC.O=C(O)Cc1c(-c2ccccc2)nn2cccnc12. (2) Given the product CC(C)(C)OC(=O)N1Cc2ncnc(Nc3cnc4ccccc4c3)c2C1, predict the reactants needed to synthesize it. The reactants are: Brc1cnc2ccccc2c1.CC(C)(C)OC(=O)N1Cc2ncnc(N)c2C1.